From a dataset of Forward reaction prediction with 1.9M reactions from USPTO patents (1976-2016). Predict the product of the given reaction. (1) Given the reactants C[O:2][C:3](=[O:31])[C:4]([C:7]1[CH:8]=[C:9]([C:21]2[CH:26]=[CH:25][C:24]([C:27]([F:30])([F:29])[F:28])=[CH:23][CH:22]=2)[CH:10]=[C:11]([O:13][CH2:14][C:15]2[CH:20]=[CH:19][CH:18]=[CH:17][CH:16]=2)[CH:12]=1)([CH3:6])[CH3:5].[OH-].[K+].C(O)(=O)CC(CC(O)=O)(C(O)=O)O, predict the reaction product. The product is: [CH2:14]([O:13][C:11]1[CH:12]=[C:7]([C:4]([CH3:6])([CH3:5])[C:3]([OH:31])=[O:2])[CH:8]=[C:9]([C:21]2[CH:26]=[CH:25][C:24]([C:27]([F:29])([F:30])[F:28])=[CH:23][CH:22]=2)[CH:10]=1)[C:15]1[CH:16]=[CH:17][CH:18]=[CH:19][CH:20]=1. (2) The product is: [O:18]=[C:5]1[C:6]2[C:11](=[CH:10][CH:9]=[C:8]([C:14]([O:16][CH3:17])=[O:15])[CH:7]=2)[CH:12]=[CH:13][N:4]1[CH2:3][CH2:2][N:19]1[CH2:24][CH2:23][CH2:22][CH2:21][CH2:20]1. Given the reactants Br[CH2:2][CH2:3][N:4]1[CH:13]=[CH:12][C:11]2[C:6](=[CH:7][C:8]([C:14]([O:16][CH3:17])=[O:15])=[CH:9][CH:10]=2)[C:5]1=[O:18].[NH:19]1[CH2:24][CH2:23][CH2:22][CH2:21][CH2:20]1, predict the reaction product. (3) Given the reactants [N+:1]([C:4]1[CH:5]=[C:6]([N:10]2[CH2:15][CH2:14][NH:13][CH2:12][CH2:11]2)[CH:7]=[CH:8][CH:9]=1)([O-])=O.[C:16](=O)([O:22]C(C)(C)C)[O:17][C:18]([CH3:21])([CH3:20])[CH3:19].C([O-])(O)=O.[Na+], predict the reaction product. The product is: [NH2:1][C:4]1[CH:5]=[C:6]([N:10]2[CH2:15][CH2:14][N:13]([C:16]([O:17][C:18]([CH3:21])([CH3:20])[CH3:19])=[O:22])[CH2:12][CH2:11]2)[CH:7]=[CH:8][CH:9]=1. (4) Given the reactants [CH3:1][N:2]1[C:6]([C:7]2[CH:16]=[CH:15][C:14]3[C:13](=[O:17])[CH2:12][CH2:11][CH2:10][C:9]=3[CH:8]=2)=[CH:5][CH:4]=[C:3]1[C:18]#[N:19].[C:20]([Mg]Br)#[C:21][CH3:22], predict the reaction product. The product is: [OH:17][C:13]1([C:20]#[C:21][CH3:22])[CH2:12][CH2:11][CH2:10][C:9]2[CH:8]=[C:7]([C:6]3[N:2]([CH3:1])[C:3]([C:18]#[N:19])=[CH:4][CH:5]=3)[CH:16]=[CH:15][C:14]1=2. (5) Given the reactants [ClH:1].[CH2:2]([CH:4]1[C:9]2=[N:10][CH:11]=[CH:12][N:13]=[C:8]2[CH2:7][CH2:6][N:5]1C(OC(C)(C)C)=O)[CH3:3], predict the reaction product. The product is: [ClH:1].[ClH:1].[CH2:2]([CH:4]1[C:9]2=[N:10][CH:11]=[CH:12][N:13]=[C:8]2[CH2:7][CH2:6][NH:5]1)[CH3:3].